Task: Predict the product of the given reaction.. Dataset: Forward reaction prediction with 1.9M reactions from USPTO patents (1976-2016) (1) Given the reactants [I:1][C:2]1[CH:7]=[CH:6][C:5]([OH:8])=[CH:4][CH:3]=1.CCCCCC.[O:15]1[CH:20]=[CH:19][CH2:18][CH2:17][CH2:16]1, predict the reaction product. The product is: [I:1][C:2]1[CH:7]=[CH:6][C:5]([O:8][CH:16]2[CH2:17][CH2:18][CH2:19][CH2:20][O:15]2)=[CH:4][CH:3]=1. (2) Given the reactants Br[C:2]1[CH:3]=[C:4]2[C:17](=[CH:18][CH:19]=1)[C:16]1[C:11](=[CH:12][C:13](Br)=[CH:14][CH:15]=1)[C:10]1[N:9]=[CH:8][CH:7]=[N:6][C:5]2=1.C(=O)([O-])[O-].[K+].[K+].[CH:27]1[C:39]2[NH:38][C:37]3[C:32](=[CH:33][CH:34]=[CH:35][CH:36]=3)[C:31]=2[CH:30]=[CH:29][CH:28]=1.[C:49](P([C:49]([CH3:52])([CH3:51])[CH3:50])[C:49]([CH3:52])([CH3:51])[CH3:50])([CH3:52])([CH3:51])[CH3:50], predict the reaction product. The product is: [CH:36]1[C:37]2[N:38]([C:2]3[CH:3]=[C:4]4[C:17](=[CH:18][CH:19]=3)[C:16]3[C:11](=[CH:12][C:13]([N:6]5[C:51]6[CH:12]=[CH:11][CH:10]=[CH:50][C:49]=6[C:52]6[C:5]5=[CH:4][CH:3]=[CH:2][CH:19]=6)=[CH:14][CH:15]=3)[C:10]3[N:9]=[CH:8][CH:7]=[N:6][C:5]4=3)[C:39]3[C:31](=[CH:30][CH:29]=[CH:28][CH:27]=3)[C:32]=2[CH:33]=[CH:34][CH:35]=1. (3) The product is: [CH3:26][O:25][C:23]([C:22]1[CH:27]=[CH:28][C:19]([C:17](=[O:18])[CH2:16][CH2:15][C:13]([C:10]2[CH:9]=[CH:8][C:7]([O:6][CH2:1][CH2:2][CH2:3][CH2:4][CH3:5])=[CH:12][CH:11]=2)=[O:14])=[CH:20][CH:21]=1)=[O:24]. Given the reactants [CH2:1]([O:6][C:7]1[CH:12]=[CH:11][C:10]([C:13]([CH:15]=[CH2:16])=[O:14])=[CH:9][CH:8]=1)[CH2:2][CH2:3][CH2:4][CH3:5].[CH:17]([C:19]1[CH:28]=[CH:27][C:22]([C:23]([O:25][CH3:26])=[O:24])=[CH:21][CH:20]=1)=[O:18].C(N(CC)CC)C, predict the reaction product.